This data is from CYP1A2 inhibition data for predicting drug metabolism from PubChem BioAssay. The task is: Regression/Classification. Given a drug SMILES string, predict its absorption, distribution, metabolism, or excretion properties. Task type varies by dataset: regression for continuous measurements (e.g., permeability, clearance, half-life) or binary classification for categorical outcomes (e.g., BBB penetration, CYP inhibition). Dataset: cyp1a2_veith. (1) The drug is COc1ccc(CNc2ccnc(-c3ccoc3)n2)c(OC)c1. The result is 1 (inhibitor). (2) The compound is C(=C1\CCCC2=C1Nc1ncnn1C2c1ccccc1)\c1ccccc1. The result is 1 (inhibitor). (3) The compound is CCNc1ncc2nc(C)c(=O)n(C)c2n1. The result is 1 (inhibitor). (4) The molecule is Cc1noc(C)c1-c1nc(N(C)Cc2ccco2)c2ccccc2n1. The result is 1 (inhibitor). (5) The compound is Cc1cc(C)cc(Oc2nn[nH]n2)c1. The result is 0 (non-inhibitor).